Dataset: Peptide-MHC class I binding affinity with 185,985 pairs from IEDB/IMGT. Task: Regression. Given a peptide amino acid sequence and an MHC pseudo amino acid sequence, predict their binding affinity value. This is MHC class I binding data. (1) The peptide sequence is EETIGEAFEW. The MHC is Mamu-B52 with pseudo-sequence Mamu-B52. The binding affinity (normalized) is 0.559. (2) The peptide sequence is IRSSVQNKL. The MHC is Mamu-A20102 with pseudo-sequence Mamu-A20102. The binding affinity (normalized) is 0.301. (3) The MHC is HLA-A11:01 with pseudo-sequence HLA-A11:01. The peptide sequence is LFVKKMLPK. The binding affinity (normalized) is 0.494. (4) The peptide sequence is FHERGYVKL. The MHC is HLA-A80:01 with pseudo-sequence HLA-A80:01. The binding affinity (normalized) is 0.0847. (5) The peptide sequence is VTSSVSSGY. The MHC is HLA-A69:01 with pseudo-sequence HLA-A69:01. The binding affinity (normalized) is 0.0847. (6) The peptide sequence is IPSLFIESSI. The MHC is HLA-B54:01 with pseudo-sequence HLA-B54:01. The binding affinity (normalized) is 0.440.